Dataset: Forward reaction prediction with 1.9M reactions from USPTO patents (1976-2016). Task: Predict the product of the given reaction. (1) Given the reactants Cl[C:2]1[CH:3]=[C:4]([CH:8]([CH:15]2[CH2:20][CH2:19][O:18][CH2:17]C2)[N:9]2[CH:13]=[C:12]([NH2:14])[CH:11]=[N:10]2)[CH:5]=[CH:6][CH:7]=1.[CH3:21][S:22]C1C=C([Mg]Br)C=CC=1.O1CCC(C=O)CC1.O1CCC(C=O)C1, predict the reaction product. The product is: [CH3:21][S:22][C:2]1[CH:3]=[C:4]([CH:8]([CH:15]2[CH2:20][CH2:19][O:18][CH2:17]2)[N:9]2[CH:13]=[C:12]([NH2:14])[CH:11]=[N:10]2)[CH:5]=[CH:6][CH:7]=1. (2) Given the reactants [H-].[Na+].[CH:3]1([O:7][CH2:8][C@H:9]([OH:20])[C:10]([NH:12][C:13]2[CH:18]=[N:17][C:16]([CH3:19])=[CH:15][N:14]=2)=[O:11])[CH2:6][CH2:5][CH2:4]1.Cl[C:22]1[N:27]=[CH:26][N:25]=[C:24]2[N:28]([C:31]3[CH:36]=[CH:35][CH:34]=[CH:33][C:32]=3[Cl:37])[N:29]=[CH:30][C:23]=12, predict the reaction product. The product is: [Cl:37][C:32]1[CH:33]=[CH:34][CH:35]=[CH:36][C:31]=1[N:28]1[C:24]2=[N:25][CH:26]=[N:27][C:22]([O:20][C@@H:9]([CH2:8][O:7][CH:3]3[CH2:6][CH2:5][CH2:4]3)[C:10]([NH:12][C:13]3[CH:18]=[N:17][C:16]([CH3:19])=[CH:15][N:14]=3)=[O:11])=[C:23]2[CH:30]=[N:29]1. (3) Given the reactants C1(P(C2C=CC=CC=2)C2C=CC=CC=2)C=CC=CC=1.[Br:20][CH2:21][C@H:22]([CH3:25])[CH2:23][OH:24].CCOC(/N=N/C(OCC)=O)=O.[NH2:38][C:39]1[C:40]([C:44]2[N:45]([CH2:55][CH3:56])[C:46]3[C:51](O)=[CH:50][N:49]=[C:48]([Cl:53])[C:47]=3[N:54]=2)=[N:41][O:42][N:43]=1, predict the reaction product. The product is: [Br:20][CH2:21][C@H:22]([CH3:25])[CH2:23][O:24][C:51]1[C:46]2[N:45]([CH2:55][CH3:56])[C:44]([C:40]3[C:39]([NH2:38])=[N:43][O:42][N:41]=3)=[N:54][C:47]=2[C:48]([Cl:53])=[N:49][CH:50]=1. (4) Given the reactants [NH2:1][C:2]1[C:7]([CH2:8][CH2:9][CH2:10][C:11](O)=[O:12])=[CH:6][CH:5]=[C:4]([O:14][CH2:15][CH2:16][CH2:17][CH2:18][O:19][CH:20]2[CH2:25][CH2:24][CH2:23][CH2:22][O:21]2)[N:3]=1.C1(N=C=NC2CCCCC2)CCCCC1, predict the reaction product. The product is: [O:21]1[CH2:22][CH2:23][CH2:24][CH2:25][CH:20]1[O:19][CH2:18][CH2:17][CH2:16][CH2:15][O:14][C:4]1[CH:5]=[CH:6][C:7]2[CH2:8][CH2:9][CH2:10][C:11](=[O:12])[NH:1][C:2]=2[N:3]=1. (5) Given the reactants Cl.[NH2:2][CH2:3][CH:4]([NH:12][C:13]([O:15][C:16]([CH3:19])([CH3:18])[CH3:17])=[O:14])[C:5]([O:7][C:8]([CH3:11])([CH3:10])[CH3:9])=[O:6].[CH3:20][C:21]([CH3:23])=O.[BH4-].[Na+].C([O-])(O)=O.[Na+], predict the reaction product. The product is: [C:16]([O:15][C:13]([NH:12][CH:4]([CH2:3][NH:2][CH:21]([CH3:23])[CH3:20])[C:5]([O:7][C:8]([CH3:9])([CH3:10])[CH3:11])=[O:6])=[O:14])([CH3:19])([CH3:18])[CH3:17]. (6) Given the reactants [O:1]=[C:2]1[CH2:7][NH:6][CH2:5][CH2:4][N:3]1[CH:8]1[CH2:17][CH2:16][C:15]2[CH:14]=[C:13]([C:18]#[N:19])[CH:12]=[CH:11][C:10]=2[CH2:9]1.C(N(CC)CC)C.[O:27]=[C:28]1[C:37]2[C:32](=[CH:33][C:34]([CH2:38][CH:39]=O)=[CH:35][CH:36]=2)[CH:31]=[CH:30][O:29]1.C(O[BH-](OC(=O)C)OC(=O)C)(=O)C.[Na+], predict the reaction product. The product is: [O:1]=[C:2]1[CH2:7][N:6]([CH2:39][CH2:38][C:34]2[CH:33]=[C:32]3[C:37](=[CH:36][CH:35]=2)[C:28](=[O:27])[O:29][CH:30]=[CH:31]3)[CH2:5][CH2:4][N:3]1[CH:8]1[CH2:17][CH2:16][C:15]2[CH:14]=[C:13]([C:18]#[N:19])[CH:12]=[CH:11][C:10]=2[CH2:9]1. (7) Given the reactants [CH3:1][O:2][C:3](=[O:15])[CH:4]([O:13][CH3:14])[CH2:5][C:6]1[CH:11]=[CH:10][C:9]([OH:12])=[CH:8][CH:7]=1.[CH3:16][S:17]([O:20][C:21]1[CH:26]=[CH:25][C:24]([CH2:27][CH2:28]CS([O-])(=O)=O)=[CH:23][CH:22]=1)(=[O:19])=[O:18], predict the reaction product. The product is: [CH3:1][O:2][C:3](=[O:15])[CH:4]([O:13][CH3:14])[CH2:5][C:6]1[CH:11]=[CH:10][C:9]([O:12][CH2:28][CH2:27][C:24]2[CH:23]=[CH:22][C:21]([O:20][S:17]([CH3:16])(=[O:18])=[O:19])=[CH:26][CH:25]=2)=[CH:8][CH:7]=1.